This data is from Forward reaction prediction with 1.9M reactions from USPTO patents (1976-2016). The task is: Predict the product of the given reaction. (1) Given the reactants [N:1]1[C:2]([CH2:10][N:11]([CH3:22])[C@@H:12]2[C:21]3[N:20]=[CH:19][CH:18]=[CH:17][C:16]=3[CH2:15][CH2:14][CH2:13]2)=[CH:3][N:4]2[CH:9]=[CH:8][CH:7]=[CH:6][C:5]=12.[NH:23]1[CH2:27][CH2:26][CH2:25][CH2:24]1.[CH2:28]=O.O, predict the reaction product. The product is: [CH3:22][N:11]([CH2:10][C:2]1[N:1]=[C:5]2[CH:6]=[CH:7][CH:8]=[CH:9][N:4]2[C:3]=1[CH2:28][N:23]1[CH2:27][CH2:26][CH2:25][CH2:24]1)[C@@H:12]1[C:21]2[N:20]=[CH:19][CH:18]=[CH:17][C:16]=2[CH2:15][CH2:14][CH2:13]1. (2) Given the reactants Cl[CH2:2][C:3]([NH:5][C:6]1[CH:11]=[CH:10][CH:9]=[C:8]([C:12]2[CH:21]=[N:20][C:19]3[C:14](=[CH:15][CH:16]=[CH:17][CH:18]=3)[N:13]=2)[CH:7]=1)=[O:4].[NH:22]1[CH2:26][CH2:25][CH2:24][CH2:23]1.C([O-])([O-])=O.[K+].[K+].[N-]=C=O, predict the reaction product. The product is: [N:22]1([CH2:2][C:3]([NH:5][C:6]2[CH:11]=[CH:10][CH:9]=[C:8]([C:12]3[CH:21]=[N:20][C:19]4[C:14](=[CH:15][CH:16]=[CH:17][CH:18]=4)[N:13]=3)[CH:7]=2)=[O:4])[CH2:26][CH2:25][CH2:24][CH2:23]1.